This data is from TCR-epitope binding with 47,182 pairs between 192 epitopes and 23,139 TCRs. The task is: Binary Classification. Given a T-cell receptor sequence (or CDR3 region) and an epitope sequence, predict whether binding occurs between them. (1) The epitope is NLDSKVGGNY. The TCR CDR3 sequence is CASSDLRGTPDEQYF. Result: 0 (the TCR does not bind to the epitope). (2) The epitope is PKYVKQNTLKLAT. The TCR CDR3 sequence is CAWSKASWGAEAFF. Result: 1 (the TCR binds to the epitope). (3) The epitope is NYSGVVTTVMF. The TCR CDR3 sequence is CASSIGTGNTEAFF. Result: 0 (the TCR does not bind to the epitope). (4) The epitope is GLIYNRMGAVTTEV. The TCR CDR3 sequence is CSVAGTSGDTQYF. Result: 1 (the TCR binds to the epitope).